This data is from NCI-60 drug combinations with 297,098 pairs across 59 cell lines. The task is: Regression. Given two drug SMILES strings and cell line genomic features, predict the synergy score measuring deviation from expected non-interaction effect. (1) Drug 1: CC1=CC2C(CCC3(C2CCC3(C(=O)C)OC(=O)C)C)C4(C1=CC(=O)CC4)C. Drug 2: C(CC(=O)O)C(=O)CN.Cl. Cell line: HOP-62. Synergy scores: CSS=1.23, Synergy_ZIP=-2.57, Synergy_Bliss=-4.86, Synergy_Loewe=-9.55, Synergy_HSA=-10.1. (2) Drug 1: C1=CC=C(C=C1)NC(=O)CCCCCCC(=O)NO. Drug 2: C1C(C(OC1N2C=NC(=NC2=O)N)CO)O. Cell line: HCC-2998. Synergy scores: CSS=18.9, Synergy_ZIP=-11.7, Synergy_Bliss=-8.51, Synergy_Loewe=-6.15, Synergy_HSA=-4.11. (3) Drug 1: CCC1(CC2CC(C3=C(CCN(C2)C1)C4=CC=CC=C4N3)(C5=C(C=C6C(=C5)C78CCN9C7C(C=CC9)(C(C(C8N6C=O)(C(=O)OC)O)OC(=O)C)CC)OC)C(=O)OC)O.OS(=O)(=O)O. Drug 2: COCCOC1=C(C=C2C(=C1)C(=NC=N2)NC3=CC=CC(=C3)C#C)OCCOC.Cl. Cell line: SW-620. Synergy scores: CSS=14.2, Synergy_ZIP=0.216, Synergy_Bliss=1.14, Synergy_Loewe=-36.9, Synergy_HSA=-0.562. (4) Drug 1: C1CC(C1)(C(=O)O)C(=O)O.[NH2-].[NH2-].[Pt+2]. Drug 2: CC1=C(C(=CC=C1)Cl)NC(=O)C2=CN=C(S2)NC3=CC(=NC(=N3)C)N4CCN(CC4)CCO. Cell line: A498. Synergy scores: CSS=2.00, Synergy_ZIP=1.33, Synergy_Bliss=1.69, Synergy_Loewe=-10.4, Synergy_HSA=-2.14. (5) Drug 1: CCC1=CC2CC(C3=C(CN(C2)C1)C4=CC=CC=C4N3)(C5=C(C=C6C(=C5)C78CCN9C7C(C=CC9)(C(C(C8N6C)(C(=O)OC)O)OC(=O)C)CC)OC)C(=O)OC.C(C(C(=O)O)O)(C(=O)O)O. Drug 2: C1=CC(=CC=C1C#N)C(C2=CC=C(C=C2)C#N)N3C=NC=N3. Cell line: LOX IMVI. Synergy scores: CSS=43.1, Synergy_ZIP=-1.33, Synergy_Bliss=-0.656, Synergy_Loewe=-28.5, Synergy_HSA=1.87. (6) Drug 1: C1=CC(=C2C(=C1NCCNCCO)C(=O)C3=C(C=CC(=C3C2=O)O)O)NCCNCCO. Drug 2: CCCCC(=O)OCC(=O)C1(CC(C2=C(C1)C(=C3C(=C2O)C(=O)C4=C(C3=O)C=CC=C4OC)O)OC5CC(C(C(O5)C)O)NC(=O)C(F)(F)F)O. Cell line: OVCAR-4. Synergy scores: CSS=25.7, Synergy_ZIP=-3.53, Synergy_Bliss=-1.26, Synergy_Loewe=0.00380, Synergy_HSA=1.33. (7) Drug 1: CCCCCOC(=O)NC1=NC(=O)N(C=C1F)C2C(C(C(O2)C)O)O. Drug 2: C1CNP(=O)(OC1)N(CCCl)CCCl. Cell line: OVCAR-5. Synergy scores: CSS=-7.14, Synergy_ZIP=1.12, Synergy_Bliss=-4.54, Synergy_Loewe=-8.68, Synergy_HSA=-8.42. (8) Drug 1: C1C(C(OC1N2C=NC3=C(N=C(N=C32)Cl)N)CO)O. Drug 2: CC12CCC3C(C1CCC2OP(=O)(O)O)CCC4=C3C=CC(=C4)OC(=O)N(CCCl)CCCl.[Na+]. Cell line: OVCAR3. Synergy scores: CSS=25.1, Synergy_ZIP=-0.552, Synergy_Bliss=1.58, Synergy_Loewe=-21.0, Synergy_HSA=0.978. (9) Drug 1: CC1=C2C(C(=O)C3(C(CC4C(C3C(C(C2(C)C)(CC1OC(=O)C(C(C5=CC=CC=C5)NC(=O)C6=CC=CC=C6)O)O)OC(=O)C7=CC=CC=C7)(CO4)OC(=O)C)O)C)OC(=O)C. Drug 2: CS(=O)(=O)CCNCC1=CC=C(O1)C2=CC3=C(C=C2)N=CN=C3NC4=CC(=C(C=C4)OCC5=CC(=CC=C5)F)Cl. Cell line: A549. Synergy scores: CSS=48.8, Synergy_ZIP=10.2, Synergy_Bliss=15.8, Synergy_Loewe=-2.69, Synergy_HSA=17.9.